From a dataset of Catalyst prediction with 721,799 reactions and 888 catalyst types from USPTO. Predict which catalyst facilitates the given reaction. (1) Reactant: Br[C:2]1[CH:7]=[CH:6][CH:5]=[C:4]([CH:8]2[N:12]([C:13]3[CH:18]=[CH:17][CH:16]=[CH:15][C:14]=3[Cl:19])[N:11]=[C:10]([C:20]([F:26])([F:25])[C:21]([F:24])([F:23])[F:22])[CH2:9]2)[N:3]=1.[C:27]([C:30]1[CH:35]=[CH:34][CH:33]=[CH:32][C:31]=1B(O)O)(=[O:29])[CH3:28].C(=O)([O-])[O-].[Na+].[Na+].C(O)C. Product: [C:27]([C:30]1[CH:35]=[CH:34][CH:33]=[CH:32][C:31]=1[C:2]1[CH:7]=[CH:6][CH:5]=[C:4]([CH:8]2[N:12]([C:13]3[CH:18]=[CH:17][CH:16]=[CH:15][C:14]=3[Cl:19])[N:11]=[C:10]([C:20]([F:26])([F:25])[C:21]([F:24])([F:23])[F:22])[CH2:9]2)[N:3]=1)(=[O:29])[CH3:28]. The catalyst class is: 206. (2) Reactant: [O:1]=[C:2]1[N:7]([C:8]2[CH:13]=[CH:12][CH:11]=[C:10]([C:14]([F:17])([F:16])[F:15])[CH:9]=2)[C:6]2[CH2:18][CH2:19][NH:20][C:21](=[O:22])[C:5]=2[CH:4]([C:23]2[CH:30]=[CH:29][C:26]([C:27]#[N:28])=[CH:25][CH:24]=2)[NH:3]1.C([N-]C(C)C)(C)C.[Li+].Br[CH2:40][C:41]([O:43][CH2:44]C)=[O:42].O. Product: [C:27]([C:26]1[CH:25]=[CH:24][C:23]([CH:4]2[N:3]([CH2:40][C:41]([O:43][CH3:44])=[O:42])[C:2](=[O:1])[N:7]([C:8]3[CH:13]=[CH:12][CH:11]=[C:10]([C:14]([F:15])([F:16])[F:17])[CH:9]=3)[C:6]3[CH2:18][CH2:19][NH:20][C:21](=[O:22])[C:5]2=3)=[CH:30][CH:29]=1)#[N:28]. The catalyst class is: 9. (3) Reactant: Br[C:2]1[C:8]([C:9]([F:12])([F:11])[F:10])=[CH:7][C:5]([NH2:6])=[C:4]([F:13])[CH:3]=1.[CH3:14][N:15]1[CH2:20][CH2:19][NH:18][CH2:17][CH2:16]1.C(P(C(C)(C)C)C1C=CC=CC=1C1C(C(C)C)=CC(C(C)C)=CC=1C(C)C)(C)(C)C.CC([O-])(C)C.[Na+]. Product: [F:13][C:4]1[CH:3]=[C:2]([N:18]2[CH2:19][CH2:20][N:15]([CH3:14])[CH2:16][CH2:17]2)[C:8]([C:9]([F:12])([F:11])[F:10])=[CH:7][C:5]=1[NH2:6]. The catalyst class is: 1. (4) Reactant: C([O:3][C:4]([C:6]1[N:10]2[N:11]=[C:12]([NH:16][CH2:17][C:18]3[CH:23]=[CH:22][C:21]([O:24][CH3:25])=[CH:20][CH:19]=3)[CH:13]=[C:14]([CH3:15])[C:9]2=[N:8][CH:7]=1)=[O:5])C.[OH-].[K+]. Product: [CH3:25][O:24][C:21]1[CH:20]=[CH:19][C:18]([CH2:17][NH:16][C:12]2[CH:13]=[C:14]([CH3:15])[C:9]3[N:10]([C:6]([C:4]([OH:5])=[O:3])=[CH:7][N:8]=3)[N:11]=2)=[CH:23][CH:22]=1. The catalyst class is: 8. (5) The catalyst class is: 39. Reactant: [C:1]([O:7][C:8]1[CH:9]=[C:10]2[C:14](=[C:15]([O:17][C:18]3[CH:23]=[CH:22][C:21]([S:24]([CH3:27])(=[O:26])=[O:25])=[CH:20][CH:19]=3)[CH:16]=1)[NH:13][N:12]=[CH:11]2)(=[O:6])[C:2]([CH3:5])([CH3:4])[CH3:3].[Br:28]N1C(=O)CCC1=O. Product: [C:1]([O:7][C:8]1[CH:9]=[C:10]2[C:14](=[C:15]([O:17][C:18]3[CH:23]=[CH:22][C:21]([S:24]([CH3:27])(=[O:26])=[O:25])=[CH:20][CH:19]=3)[CH:16]=1)[NH:13][N:12]=[C:11]2[Br:28])(=[O:6])[C:2]([CH3:5])([CH3:4])[CH3:3].